This data is from Forward reaction prediction with 1.9M reactions from USPTO patents (1976-2016). The task is: Predict the product of the given reaction. (1) Given the reactants C(OC([N:8]1[CH:13]2[CH2:14][CH2:15][CH:9]1[CH2:10][C:11]([OH:22])([C:16]1[CH:17]=[N:18][CH:19]=[N:20][CH:21]=1)[CH2:12]2)=O)(C)(C)C.C(Cl)[Cl:24], predict the reaction product. The product is: [ClH:24].[N:18]1[CH:17]=[C:16]([C:11]2([OH:22])[CH2:12][CH:13]3[NH:8][CH:9]([CH2:15][CH2:14]3)[CH2:10]2)[CH:21]=[N:20][CH:19]=1. (2) Given the reactants [C:1]([C:3]1[CH:4]=[C:5]([C:9]2[CH2:14][CH2:13][C:12](=[O:15])[CH2:11][CH:10]=2)[CH:6]=[CH:7][CH:8]=1)#[N:2].[CH2:16](O)[CH2:17][OH:18], predict the reaction product. The product is: [CH2:17]1[O:18][C:12]2([CH2:13][CH2:14][C:9]([C:5]3[CH:6]=[CH:7][CH:8]=[C:3]([C:1]#[N:2])[CH:4]=3)=[CH:10][CH2:11]2)[O:15][CH2:16]1. (3) Given the reactants Br[C:2]1[N:3]=[C:4]2[CH:10]=[CH:9][NH:8][C:5]2=[N:6][CH:7]=1.[Cl:11][C:12]1[CH:17]=[CH:16][C:15](B(O)O)=[CH:14][CH:13]=1.C(=O)([O-])[O-].[K+].[K+].Cl, predict the reaction product. The product is: [Cl:11][C:12]1[CH:17]=[CH:16][C:15]([C:2]2[N:3]=[C:4]3[CH:10]=[CH:9][NH:8][C:5]3=[N:6][CH:7]=2)=[CH:14][CH:13]=1.